From a dataset of Full USPTO retrosynthesis dataset with 1.9M reactions from patents (1976-2016). Predict the reactants needed to synthesize the given product. Given the product [O:1]1[CH:5]=[CH:4][CH:3]=[C:2]1[CH:6]=[N:19][C:18]1[CH:20]=[CH:21][CH:22]=[C:16]([O:15][CH3:14])[CH:17]=1, predict the reactants needed to synthesize it. The reactants are: [O:1]1[CH:5]=[CH:4][CH:3]=[C:2]1[CH:6]=O.S([O-])([O-])(=O)=O.[Mg+2].[CH3:14][O:15][C:16]1[CH:17]=[C:18]([CH:20]=[CH:21][CH:22]=1)[NH2:19].